From a dataset of Peptide-MHC class I binding affinity with 185,985 pairs from IEDB/IMGT. Regression. Given a peptide amino acid sequence and an MHC pseudo amino acid sequence, predict their binding affinity value. This is MHC class I binding data. (1) The peptide sequence is LRAQNALDNL. The MHC is HLA-B08:01 with pseudo-sequence HLA-B08:01. The binding affinity (normalized) is 0.333. (2) The MHC is HLA-B18:01 with pseudo-sequence HLA-B18:01. The peptide sequence is NETGLELTL. The binding affinity (normalized) is 0.739. (3) The binding affinity (normalized) is 0.325. The MHC is HLA-B08:01 with pseudo-sequence HLA-B08:01. The peptide sequence is YSLLNRKAI. (4) The peptide sequence is SSYRMGINK. The MHC is HLA-B18:01 with pseudo-sequence HLA-B18:01. The binding affinity (normalized) is 0.0847. (5) The peptide sequence is EAVEDERFW. The MHC is HLA-B53:01 with pseudo-sequence HLA-B53:01. The binding affinity (normalized) is 0.594.